Dataset: Catalyst prediction with 721,799 reactions and 888 catalyst types from USPTO. Task: Predict which catalyst facilitates the given reaction. Reactant: [CH2:1]([N:8]1[CH:12]=[N:11][C:10]([NH:13][C:14]2[CH:15]=[C:16]([NH:20]C(=O)OC(C)(C)C)[CH:17]=[CH:18][CH:19]=2)=[N:9]1)[C:2]1[CH:7]=[CH:6][CH:5]=[CH:4][CH:3]=1.Cl. Product: [CH2:1]([N:8]1[CH:12]=[N:11][C:10]([NH:13][C:14]2[CH:19]=[CH:18][CH:17]=[C:16]([NH2:20])[CH:15]=2)=[N:9]1)[C:2]1[CH:7]=[CH:6][CH:5]=[CH:4][CH:3]=1. The catalyst class is: 12.